This data is from Reaction yield outcomes from USPTO patents with 853,638 reactions. The task is: Predict the reaction yield, written as a fraction of the theoretical maximum amount of product (1.0 means a 100% yield; for example, 0.34 means a 34% yield). (1) The reactants are [CH3:1][O:2][C:3]1[C:4]([NH:15][C:16](=[O:20])OCC)=[N:5][C:6]2[C:11]([N:12]=1)=[CH:10][C:9]([O:13][CH3:14])=[CH:8][CH:7]=2.[F:21][C:22]1[CH:27]=[CH:26][CH:25]=[CH:24][C:23]=1[N:28]1[CH2:33][CH2:32][NH:31][CH2:30][CH2:29]1. No catalyst specified. The product is [CH3:1][O:2][C:3]1[C:4]([NH:15][C:16]([N:31]2[CH2:30][CH2:29][N:28]([C:23]3[CH:24]=[CH:25][CH:26]=[CH:27][C:22]=3[F:21])[CH2:33][CH2:32]2)=[O:20])=[N:5][C:6]2[C:11]([N:12]=1)=[CH:10][C:9]([O:13][CH3:14])=[CH:8][CH:7]=2. The yield is 0.950. (2) The reactants are CC([O-])(C)C.[K+].C(OC([N:14]1[CH2:19][CH2:18][CH:17]([C:20]2[C:29]3[C:24](=[CH:25][C:26](F)=[CH:27][CH:28]=3)[N:23]=[CH:22][N:21]=2)[CH2:16][CH2:15]1)=O)(C)(C)C.[CH3:31][N:32]1[CH2:37][CH2:36][N:35]([CH2:38][CH2:39][CH2:40][OH:41])[CH2:34][CH2:33]1.Cl.[OH-].[Na+]. The catalyst is C1COCC1.C(Cl)Cl.CO. The product is [CH3:31][N:32]1[CH2:37][CH2:36][N:35]([CH2:38][CH2:39][CH2:40][O:41][C:26]2[CH:25]=[C:24]3[C:29]([C:20]([CH:17]4[CH2:16][CH2:15][NH:14][CH2:19][CH2:18]4)=[N:21][CH:22]=[N:23]3)=[CH:28][CH:27]=2)[CH2:34][CH2:33]1. The yield is 1.02. (3) The reactants are [CH3:1][O:2][CH2:3][O:4][C@H:5]1[CH2:9][CH2:8][N:7]([CH2:10][C@@H:11]([C:13]2[CH:18]=[CH:17][CH:16]=[CH:15][CH:14]=2)O)[CH2:6]1.COCO[C@H]1CCN([C@@H](C2C=CC=CC=2)CO)C1.[CH3:37][NH:38][C:39]1[CH:48]=[CH:47][C:42]([C:43]([O:45][CH3:46])=[O:44])=[CH:41][CH:40]=1. No catalyst specified. The product is [CH3:1][O:2][CH2:3][O:4][C@H:5]1[CH2:9][CH2:8][N:7]([CH2:10][C@H:11]([N:38]([C:39]2[CH:48]=[CH:47][C:42]([C:43]([O:45][CH3:46])=[O:44])=[CH:41][CH:40]=2)[CH3:37])[C:13]2[CH:18]=[CH:17][CH:16]=[CH:15][CH:14]=2)[CH2:6]1. The yield is 0.490. (4) The reactants are [CH3:1][C:2]1[N:3]=[CH:4][N:5]([CH2:7][CH:8]([C:10]2[S:11][CH:12]=[CH:13][N:14]=2)[OH:9])[CH:6]=1.[F:15][C:16]1[CH:34]=[CH:33][C:19]([CH2:20][CH2:21][C:22]2[CH:31]=[CH:30][C:29](O)=[CH:28][C:23]=2[C:24]([O:26][CH3:27])=[O:25])=[CH:18][CH:17]=1.C1(P(C2C=CC=CC=2)C2C=CC=CC=2)C=CC=CC=1.CCOC(/N=N/C(OCC)=O)=O. The catalyst is C1COCC1. The product is [CH3:1][C:2]1[N:3]=[CH:4][N:5]([CH2:7][CH:8]([C:10]2[S:11][CH:12]=[CH:13][N:14]=2)[O:9][C:29]2[CH:30]=[CH:31][C:22]([CH2:21][CH2:20][C:19]3[CH:18]=[CH:17][C:16]([F:15])=[CH:34][CH:33]=3)=[C:23]([CH:28]=2)[C:24]([O:26][CH3:27])=[O:25])[CH:6]=1. The yield is 0.480. (5) The reactants are C(O[C:6]([N:8]1[CH2:13][CH2:12][CH2:11][CH:10]([CH2:14][NH:15][C:16](=O)[CH2:17][CH2:18][C:19]2[CH:24]=[CH:23]C=CC=2F)[CH2:9]1)=O)(C)(C)C.C(O)(C(F)(F)[F:30])=O.[C:34]([O-:37])([O-])=O.[K+].[K+].BrC[CH2:42][C:43]1[CH:48]=[CH:47][CH:46]=[CH:45][CH:44]=1.[OH-].[Na+].[CH3:51][C:52]#N. The catalyst is C(Cl)Cl. The product is [F:30][C:23]1[CH:24]=[CH:19][CH:18]=[CH:17][C:16]=1[N:15]([CH2:14][CH:10]1[CH2:11][CH2:12][CH2:13][N:8]([CH2:6][CH2:42][C:43]2[CH:44]=[CH:45][CH:46]=[CH:47][CH:48]=2)[CH2:9]1)[C:34](=[O:37])[CH2:51][CH3:52]. The yield is 0.850. (6) The reactants are C(=O)([O-])[O-].[K+].[K+].Cl.[NH2:8][OH:9].[C:10]([C@@H:12]([NH:17][C:18](=[O:24])[O:19][C:20]([CH3:23])([CH3:22])[CH3:21])[CH2:13][CH:14]1[CH2:16][CH2:15]1)#[N:11]. The catalyst is O.C(O)C. The product is [NH2:11]/[C:10](=[N:8]\[OH:9])/[C@@H:12]([NH:17][C:18](=[O:24])[O:19][C:20]([CH3:21])([CH3:23])[CH3:22])[CH2:13][CH:14]1[CH2:16][CH2:15]1. The yield is 0.940.